From a dataset of CYP2C9 inhibition data for predicting drug metabolism from PubChem BioAssay. Regression/Classification. Given a drug SMILES string, predict its absorption, distribution, metabolism, or excretion properties. Task type varies by dataset: regression for continuous measurements (e.g., permeability, clearance, half-life) or binary classification for categorical outcomes (e.g., BBB penetration, CYP inhibition). Dataset: cyp2c9_veith. (1) The drug is CO[C@H]1[C@@H](OC(N)=O)[C@H](O)[C@@H](Oc2ccc3c(O)c(NC(=O)c4ccc([O-])c(CC=C(C)C)c4)c(=O)oc3c2C)OC1(C)C.[Na+]. The result is 0 (non-inhibitor). (2) The compound is O=c1[nH]c(=O)n([C@H]2C[C@H](O)[C@H](CO)O2)cc1/C=C\Br. The result is 0 (non-inhibitor). (3) The compound is O=S(=O)(c1ccccc1S(=O)(=O)N1CCCCC1)N1CCCCC1. The result is 1 (inhibitor). (4) The molecule is O=S(c1ccccc1)c1ccc2nnnn2n1. The result is 0 (non-inhibitor). (5) The drug is Cc1nc2ccccc2cc1C[N+]12CN3CN(CN(C3)C1)C2. The result is 0 (non-inhibitor). (6) The molecule is CSCC[C@H](NC(=O)CC(C)(C)C)c1nc2ccccc2[nH]1. The result is 1 (inhibitor). (7) The compound is CC(=O)NNc1nc2ccccc2s1. The result is 0 (non-inhibitor). (8) The molecule is CCCSc1nc(SCC(=O)NCc2ccccc2)c2c3c(sc2n1)COC(C)(C)C3. The result is 1 (inhibitor). (9) The compound is CCc1ccc(CN(C(=O)c2cc3ccccc3oc2=O)C2CCS(=O)(=O)C2)cc1. The result is 1 (inhibitor).